This data is from Reaction yield outcomes from USPTO patents with 853,638 reactions. The task is: Predict the reaction yield, written as a fraction of the theoretical maximum amount of product (1.0 means a 100% yield; for example, 0.34 means a 34% yield). (1) The reactants are Br[CH2:2][C:3]([CH:5]1[CH2:7][CH2:6]1)=[O:4].[C:8]([O:12][C:13](=[O:21])[NH:14][CH:15]1[CH2:20][CH2:19][NH:18][CH2:17][CH2:16]1)([CH3:11])([CH3:10])[CH3:9].C(=O)([O-])[O-].[K+].[K+]. The catalyst is CN(C)C=O. The product is [C:8]([O:12][C:13](=[O:21])[NH:14][CH:15]1[CH2:20][CH2:19][N:18]([CH2:2][C:3]([CH:5]2[CH2:7][CH2:6]2)=[O:4])[CH2:17][CH2:16]1)([CH3:11])([CH3:9])[CH3:10]. The yield is 0.990. (2) The reactants are [CH3:1][O:2][C:3](=[O:11])[CH2:4][C:5]1[S:9][C:8]([NH2:10])=[N:7][CH:6]=1.[C:12]1([C:18](Cl)([C:25]2[CH:30]=[CH:29][CH:28]=[CH:27][CH:26]=2)[C:19]2[CH:24]=[CH:23][CH:22]=[CH:21][CH:20]=2)[CH:17]=[CH:16][CH:15]=[CH:14][CH:13]=1.C(N(CC)CC)C.O. The catalyst is C(Cl)Cl. The product is [CH3:1][O:2][C:3](=[O:11])[CH2:4][C:5]1[S:9][C:8]([NH:10][C:18]([C:12]2[CH:17]=[CH:16][CH:15]=[CH:14][CH:13]=2)([C:25]2[CH:26]=[CH:27][CH:28]=[CH:29][CH:30]=2)[C:19]2[CH:20]=[CH:21][CH:22]=[CH:23][CH:24]=2)=[N:7][CH:6]=1. The yield is 0.910.